From a dataset of Catalyst prediction with 721,799 reactions and 888 catalyst types from USPTO. Predict which catalyst facilitates the given reaction. (1) The catalyst class is: 2. Reactant: C(OC(=O)[NH:7][CH2:8][C:9]1[CH:14]=[C:13]([C:15](=[O:18])[NH:16][CH3:17])[CH:12]=[C:11]([Cl:19])[C:10]=1[F:20])(C)(C)C.C(O)(C(F)(F)F)=O. Product: [NH2:7][CH2:8][C:9]1[CH:14]=[C:13]([CH:12]=[C:11]([Cl:19])[C:10]=1[F:20])[C:15]([NH:16][CH3:17])=[O:18]. (2) Reactant: [C:1]([C:4]1[CH:5]=[C:6]([C:16]([O:18][CH3:19])=[O:17])[N:7]([C:9]2[C:14]([Cl:15])=[CH:13][CH:12]=[CH:11][N:10]=2)[CH:8]=1)(=[O:3])[CH3:2].[Br:20]Br. Product: [Br:20][CH2:2][C:1]([C:4]1[CH:5]=[C:6]([C:16]([O:18][CH3:19])=[O:17])[N:7]([C:9]2[C:14]([Cl:15])=[CH:13][CH:12]=[CH:11][N:10]=2)[CH:8]=1)=[O:3]. The catalyst class is: 12. (3) Product: [F:34][C:31]1[CH:30]=[CH:29][C:28]([NH:27][C:4]2[C:5]3[C:10]([C:11]4[CH:12]=[CH:13][N:14]=[CH:15][CH:16]=4)=[CH:9][NH:8][C:6]=3[N:7]=[C:2]([NH:35][C:36]3[CH:37]=[C:38]4[C:43](=[CH:44][CH:45]=3)[N:42]([CH3:46])[C:41](=[O:47])[CH2:40][CH2:39]4)[N:3]=2)=[CH:33][CH:32]=1. Reactant: Cl[C:2]1[N:3]=[C:4]([NH:27][C:28]2[CH:33]=[CH:32][C:31]([F:34])=[CH:30][CH:29]=2)[C:5]2[C:10]([C:11]3[CH:16]=[CH:15][N:14]=[CH:13][CH:12]=3)=[CH:9][N:8](S(C3C=CC(C)=CC=3)(=O)=O)[C:6]=2[N:7]=1.[NH2:35][C:36]1[CH:37]=[C:38]2[C:43](=[CH:44][CH:45]=1)[N:42]([CH3:46])[C:41](=[O:47])[CH2:40][CH2:39]2.C[Si](Cl)(C)C. The catalyst class is: 51.